Task: Predict the reaction yield, written as a fraction of the theoretical maximum amount of product (1.0 means a 100% yield; for example, 0.34 means a 34% yield).. Dataset: Reaction yield outcomes from USPTO patents with 853,638 reactions (1) The reactants are [C:1]([C:3]1[CH:8]=[CH:7][C:6]([C@@H:9]2[C:14]([C:15]#[N:16])=[C:13]([CH3:17])[N:12]([C:18]3[CH:23]=[CH:22][CH:21]=[C:20]([C:24]([F:27])([F:26])[F:25])[CH:19]=3)[C:11](=[O:28])[NH:10]2)=[C:5]([S:29]([CH3:31])=[O:30])[CH:4]=1)#[N:2].[H-].[Na+].[CH3:34][S:35](Cl)(=[O:37])=[O:36].[Cl-].[NH4+]. The catalyst is C1COCC1. The product is [C:1]([C:3]1[CH:8]=[CH:7][C:6]([C@@H:9]2[C:14]([C:15]#[N:16])=[C:13]([CH3:17])[N:12]([C:18]3[CH:23]=[CH:22][CH:21]=[C:20]([C:24]([F:27])([F:26])[F:25])[CH:19]=3)[C:11](=[O:28])[N:10]2[S:35]([CH3:34])(=[O:37])=[O:36])=[C:5]([S:29]([CH3:31])=[O:30])[CH:4]=1)#[N:2]. The yield is 0.400. (2) The reactants are [C:1]([O:4][CH2:5][CH2:6][C:7]1[C:12]([N+:13]([O-])=O)=[CH:11][C:10]2[O:16][CH2:17][O:18][C:9]=2[CH:8]=1)(=[O:3])[CH3:2]. The catalyst is C(OCC)(=O)C.[Pd]. The product is [C:1]([O:4][CH2:5][CH2:6][C:7]1[C:12]([NH2:13])=[CH:11][C:10]2[O:16][CH2:17][O:18][C:9]=2[CH:8]=1)(=[O:3])[CH3:2]. The yield is 0.980. (3) The reactants are [H-].[Na+].[Cl:3][C:4]1[C:12]2[N:11]=[C:10]3[N:13]([C:17]4[CH:22]=[CH:21][C:20]([Cl:23])=[CH:19][C:18]=4[Cl:24])[CH2:14][CH2:15][CH2:16][N:9]3[C:8]=2[C:7]([C:25]([CH3:29])([CH3:28])[CH2:26][OH:27])=[CH:6][CH:5]=1.[CH3:30]I. The catalyst is CN(C)C=O.[Cl-].[NH4+]. The product is [Cl:3][C:4]1[C:12]2[N:11]=[C:10]3[N:13]([C:17]4[CH:22]=[CH:21][C:20]([Cl:23])=[CH:19][C:18]=4[Cl:24])[CH2:14][CH2:15][CH2:16][N:9]3[C:8]=2[C:7]([C:25]([CH3:29])([CH3:28])[CH2:26][O:27][CH3:30])=[CH:6][CH:5]=1. The yield is 0.770. (4) The reactants are [C:1]([O:4][CH2:5][CH2:6][C:7]1[CH:12]=[CH:11][C:10]([C:13](=O)[C:14]2[CH:19]=[C:18]([Br:20])[CH:17]=[CH:16][C:15]=2[Cl:21])=[CH:9][CH:8]=1)(=[O:3])[CH3:2].B(F)(F)F.C(OCC)C.C([SiH](CC)CC)C. No catalyst specified. The product is [C:1]([O:4][CH2:5][CH2:6][C:7]1[CH:8]=[CH:9][C:10]([CH2:13][C:14]2[CH:19]=[C:18]([Br:20])[CH:17]=[CH:16][C:15]=2[Cl:21])=[CH:11][CH:12]=1)(=[O:3])[CH3:2]. The yield is 0.650.